From a dataset of Forward reaction prediction with 1.9M reactions from USPTO patents (1976-2016). Predict the product of the given reaction. (1) Given the reactants [F:1][C:2]1[CH:10]=[CH:9][C:8]([N+:11]([O-:13])=[O:12])=[CH:7][C:3]=1[C:4]([OH:6])=[O:5].Cl.[CH3:15]O, predict the reaction product. The product is: [F:1][C:2]1[CH:10]=[CH:9][C:8]([N+:11]([O-:13])=[O:12])=[CH:7][C:3]=1[C:4]([O:6][CH3:15])=[O:5]. (2) Given the reactants ClC1C=CC(N[N:9]=[C:10]2[CH2:15][CH2:14][CH2:13][CH2:12][C:11]2=[O:16])=CC=1.[ClH:17], predict the reaction product. The product is: [Cl:17][C:10]1[CH:11]=[C:12]2[C:13](=[CH:14][CH:15]=1)[NH:9][C:10]1[C:11](=[O:16])[CH2:12][CH2:13][CH2:14][C:15]2=1. (3) Given the reactants C([O-])([O-])=O.[Cs+].[Cs+].[F:7][C:8]([F:12])([F:11])[CH2:9][OH:10].[NH2:13][C:14]1[N:19]=[C:18]([C:20]2[CH:25]=[CH:24][C:23]([CH2:26][C@H:27]([NH:31][C:32]([O:34][C:35]([CH3:38])([CH3:37])[CH3:36])=[O:33])[C:28]([OH:30])=[O:29])=[CH:22][CH:21]=2)[CH:17]=[C:16](Cl)[N:15]=1.O.O1[CH2:46][CH2:45][O:44][CH2:43]C1, predict the reaction product. The product is: [NH2:13][C:14]1[N:19]=[C:18]([C:20]2[CH:25]=[CH:24][C:23]([CH2:26][C@H:27]([NH:31][C:32]([O:34][C:35]([CH3:38])([CH3:37])[CH3:36])=[O:33])[C:28]([OH:30])=[O:29])=[CH:22][CH:21]=2)[CH:17]=[C:16]([O:10][CH:9]([C:23]2[CH:24]=[CH:25][C:20]([C:18]3[CH:17]=[CH:16][CH:46]=[C:45]([O:44][CH3:43])[N:19]=3)=[CH:21][CH:22]=2)[C:8]([F:12])([F:11])[F:7])[N:15]=1. (4) The product is: [CH2:16]([N:23]1[C:28](=[O:29])[CH2:27][N:13]([C:11]([C:6]2[CH:7]=[N:8][CH:9]=[CH:10][C:5]=2[C:4]([F:3])([F:14])[F:15])=[O:12])[C:24]1=[O:25])[C:17]1[CH:22]=[CH:21][CH:20]=[CH:19][CH:18]=1. Given the reactants [H-].[Na+].[F:3][C:4]([F:15])([F:14])[C:5]1[CH:10]=[CH:9][N:8]=[CH:7][C:6]=1[C:11]([NH2:13])=[O:12].[CH2:16]([N:23]=[C:24]=[O:25])[C:17]1[CH:22]=[CH:21][CH:20]=[CH:19][CH:18]=1.Br[CH2:27][C:28](OC)=[O:29], predict the reaction product. (5) The product is: [CH2:7]([O:8][C:12]1[C:21]([N+:22]([O-:24])=[O:23])=[CH:20][CH:19]=[CH:18][C:13]=1[C:14]([O:16][CH3:17])=[O:15])[C:1]1[CH:6]=[CH:5][CH:4]=[CH:3][CH:2]=1. Given the reactants [C:1]1([CH2:7][OH:8])[CH:6]=[CH:5][CH:4]=[CH:3][CH:2]=1.[H-].[Na+].F[C:12]1[C:21]([N+:22]([O-:24])=[O:23])=[CH:20][CH:19]=[CH:18][C:13]=1[C:14]([O:16][CH3:17])=[O:15], predict the reaction product. (6) The product is: [OH:16][CH2:15][CH2:14][N:3]([CH3:1])[C:4](=[O:13])[O:5][CH2:6][C:7]1[CH:8]=[CH:9][CH:10]=[CH:11][CH:12]=1. Given the reactants [CH2:1]([N:3]([CH2:14][CH2:15][OH:16])[C:4](=[O:13])[O:5][CH2:6][C:7]1[CH:12]=[CH:11][CH:10]=[CH:9][CH:8]=1)C.CNCCO, predict the reaction product. (7) Given the reactants C(OC([N:8]1[CH2:22][CH2:21][C:12]2=[C:13](Cl)[N:14]3[C:18]([N:19]=[C:11]2[CH2:10][CH2:9]1)=[CH:17][CH:16]=[N:15]3)=O)(C)(C)C.[NH:23]1[CH2:26][CH:25]([CH2:27][N:28]2[CH:32]=[CH:31][CH:30]=[N:29]2)[CH2:24]1, predict the reaction product. The product is: [N:28]1([CH2:27][CH:25]2[CH2:26][N:23]([C:13]3[N:14]4[C:18]([N:19]=[C:11]5[CH2:10][CH2:9][NH:8][CH2:22][CH2:21][C:12]=35)=[CH:17][CH:16]=[N:15]4)[CH2:24]2)[CH:32]=[CH:31][CH:30]=[N:29]1. (8) Given the reactants Br[CH2:2][CH2:3][C:4]([NH2:6])=[O:5].[C:7]([O:11][C:12](=[O:25])[NH:13][CH2:14][CH2:15][CH2:16][CH2:17][C:18]1[CH:23]=[CH:22][C:21]([SH:24])=[CH:20][CH:19]=1)([CH3:10])([CH3:9])[CH3:8], predict the reaction product. The product is: [C:7]([O:11][C:12](=[O:25])[NH:13][CH2:14][CH2:15][CH2:16][CH2:17][C:18]1[CH:19]=[CH:20][C:21]([S:24][CH2:2][CH2:3][C:4](=[O:5])[NH2:6])=[CH:22][CH:23]=1)([CH3:10])([CH3:8])[CH3:9].